From a dataset of Reaction yield outcomes from USPTO patents with 853,638 reactions. Predict the reaction yield, written as a fraction of the theoretical maximum amount of product (1.0 means a 100% yield; for example, 0.34 means a 34% yield). (1) The reactants are [CH3:1][S:2][C:3]1[CH:11]=[C:10]2[C:6]([CH:7]=[CH:8][NH:9]2)=[CH:5][CH:4]=1.[F:12][C:13]([F:24])([F:23])[C:14](O[C:14](=[O:15])[C:13]([F:24])([F:23])[F:12])=[O:15].O. The catalyst is O1CCCC1. The product is [F:12][C:13]([F:24])([F:23])[C:14]([C:7]1[C:6]2[C:10](=[CH:11][C:3]([S:2][CH3:1])=[CH:4][CH:5]=2)[NH:9][CH:8]=1)=[O:15]. The yield is 0.500. (2) The reactants are [CH3:1][C:2]1[C:13]([N+:14]([O-])=O)=[CH:12][CH:11]=[CH:10][C:3]=1[O:4][CH2:5][C:6]([O:8][CH3:9])=[O:7].CO. The catalyst is [Pd].C1COCC1. The product is [NH2:14][C:13]1[C:2]([CH3:1])=[C:3]([CH:10]=[CH:11][CH:12]=1)[O:4][CH2:5][C:6]([O:8][CH3:9])=[O:7]. The yield is 0.560.